This data is from Full USPTO retrosynthesis dataset with 1.9M reactions from patents (1976-2016). The task is: Predict the reactants needed to synthesize the given product. Given the product [CH:6]1([N:9]([CH:1]([C:32]([NH:31][CH2:30][C:24]2[CH:25]=[CH:26][C:27]([Cl:29])=[CH:28][C:23]=2[Cl:22])=[O:34])[C:2](=[O:3])[CH3:4])[C:19](=[O:21])[CH2:18][P:13](=[O:14])([O:12][CH2:10][CH3:11])[O:15][CH2:16][CH3:17])[CH2:8][CH2:7]1, predict the reactants needed to synthesize it. The reactants are: [CH3:1][C:2]([CH:4]=O)=[O:3].[CH:6]1([NH2:9])[CH2:8][CH2:7]1.[CH2:10]([O:12][P:13]([CH2:18][C:19]([OH:21])=O)([O:15][CH2:16][CH3:17])=[O:14])[CH3:11].[Cl:22][C:23]1[CH:28]=[C:27]([Cl:29])[CH:26]=[CH:25][C:24]=1[CH2:30][N+:31]#[C-:32].C[OH:34].